The task is: Regression. Given two drug SMILES strings and cell line genomic features, predict the synergy score measuring deviation from expected non-interaction effect.. This data is from NCI-60 drug combinations with 297,098 pairs across 59 cell lines. Drug 1: C1=NC2=C(N1)C(=S)N=C(N2)N. Drug 2: CCC1=C2CN3C(=CC4=C(C3=O)COC(=O)C4(CC)O)C2=NC5=C1C=C(C=C5)O. Cell line: SK-MEL-28. Synergy scores: CSS=4.18, Synergy_ZIP=-8.36, Synergy_Bliss=-6.47, Synergy_Loewe=-16.6, Synergy_HSA=-7.32.